Dataset: Forward reaction prediction with 1.9M reactions from USPTO patents (1976-2016). Task: Predict the product of the given reaction. (1) Given the reactants [Cl:1][C:2]1[CH:10]=[C:9]2[C:5]([CH:6]=[C:7]([C:12]3[CH:13]=[C:14]([CH2:18][NH2:19])[CH:15]=[N:16][CH:17]=3)[N:8]2[CH3:11])=[CH:4][CH:3]=1.[F:20][C:21]([F:28])([F:27])[CH2:22][S:23](Cl)(=[O:25])=[O:24], predict the reaction product. The product is: [Cl:1][C:2]1[CH:10]=[C:9]2[C:5]([CH:6]=[C:7]([C:12]3[CH:13]=[C:14]([CH2:18][NH:19][S:23]([CH2:22][C:21]([F:28])([F:27])[F:20])(=[O:25])=[O:24])[CH:15]=[N:16][CH:17]=3)[N:8]2[CH3:11])=[CH:4][CH:3]=1. (2) Given the reactants [Cl:1][C:2]1[CH:7]=[C:6]([F:8])[C:5]([CH:9]([C:22]2[CH:27]=[CH:26][C:25]([F:28])=[CH:24][CH:23]=2)[C:10]2[C:18]3[C:13](=[C:14]([CH2:19][S:20][CH3:21])[CH:15]=[CH:16][CH:17]=3)[NH:12][CH:11]=2)=[C:4]([F:29])[CH:3]=1.ClC1C=CC(C(C2C=CC(Cl)=CC=2)C2C3C(=C(CS(C)=[O:49])C=CC=3)NC=2)=CC=1, predict the reaction product. The product is: [Cl:1][C:2]1[CH:3]=[C:4]([F:29])[C:5]([CH:9]([C:22]2[CH:23]=[CH:24][C:25]([F:28])=[CH:26][CH:27]=2)[C:10]2[C:18]3[C:13](=[C:14]([CH2:19][S:20]([CH3:21])=[O:49])[CH:15]=[CH:16][CH:17]=3)[NH:12][CH:11]=2)=[C:6]([F:8])[CH:7]=1.